This data is from Catalyst prediction with 721,799 reactions and 888 catalyst types from USPTO. The task is: Predict which catalyst facilitates the given reaction. (1) Reactant: [N:1]1[CH:6]=[CH:5][CH:4]=[C:3]([C:7]2([CH2:13][NH:14][C:15]([C:17]3[S:21][C:20]([NH:22]C(OC(C)(C)C)=O)=[N:19]C=3C)=[O:16])[CH2:12][CH2:11][CH2:10][CH2:9][CH2:8]2)[CH:2]=1.[C:31](O)([C:33]([F:36])([F:35])[F:34])=O. Product: [N:1]1[CH:6]=[CH:5][CH:4]=[C:3]([C:7]2([CH2:13][NH:14][C:15]([C:17]3[S:21][C:20]([NH2:22])=[N:19][C:31]=3[C:33]([F:36])([F:35])[F:34])=[O:16])[CH2:8][CH2:9][CH2:10][CH2:11][CH2:12]2)[CH:2]=1. The catalyst class is: 2. (2) Reactant: [F:1][C:2]1[C:7]([O:8][CH3:9])=[CH:6][C:5]([O:10][CH3:11])=[C:4]([F:12])[C:3]=1[N:13]1[CH2:18][C:17]2[CH:19]=[N:20][C:21]([C:23]3[C:24]([CH3:28])=[N:25][NH:26][CH:27]=3)=[CH:22][C:16]=2[N:15]([CH2:29][CH3:30])[C:14]1=[O:31].C(=O)([O-])[O-].[Cs+].[Cs+].Br.Br[CH2:40][C:41]1[CH:42]=[N:43][CH:44]=[CH:45][CH:46]=1. Product: [F:1][C:2]1[C:7]([O:8][CH3:9])=[CH:6][C:5]([O:10][CH3:11])=[C:4]([F:12])[C:3]=1[N:13]1[CH2:18][C:17]2[CH:19]=[N:20][C:21]([C:23]3[C:24]([CH3:28])=[N:25][N:26]([CH2:40][C:41]4[CH:42]=[N:43][CH:44]=[CH:45][CH:46]=4)[CH:27]=3)=[CH:22][C:16]=2[N:15]([CH2:29][CH3:30])[C:14]1=[O:31]. The catalyst class is: 47. (3) Reactant: [CH3:1][O:2][C:3]1[CH:9]=[C:8]([O:10][CH3:11])[C:7]([CH3:12])=[CH:6][C:4]=1[NH2:5].[C:13](Cl)(Cl)=[O:14]. Product: [N:5]([C:4]1[CH:6]=[C:7]([CH3:12])[C:8]([O:10][CH3:11])=[CH:9][C:3]=1[O:2][CH3:1])=[C:13]=[O:14]. The catalyst class is: 25. (4) Product: [C:4]([CH:3]([C:11](=[O:13])[CH3:12])[C:2]([O:8][CH2:9][CH3:10])=[O:7])(=[O:5])[CH3:6]. Reactant: [Na].[C:2]([O:8][CH2:9][CH3:10])(=[O:7])[CH2:3][C:4]([CH3:6])=[O:5].[C:11](Cl)(=[O:13])[CH3:12]. The catalyst class is: 11. (5) Reactant: [CH3:1][NH:2][C:3]1[CH:12]=[CH:11][C:6]([C:7]([O:9]C)=[O:8])=[CH:5][C:4]=1[N+:13]([O-:15])=[O:14].[OH-].[Li+].Cl. Product: [CH3:1][NH:2][C:3]1[CH:12]=[CH:11][C:6]([C:7]([OH:9])=[O:8])=[CH:5][C:4]=1[N+:13]([O-:15])=[O:14]. The catalyst class is: 30. (6) Reactant: [CH3:1][O:2][CH2:3][C:4](=O)[CH2:5][C:6]([O:8][CH3:9])=[O:7].S(Cl)(Cl)(=O)=O.ClC(C(=O)COC)C(OC)=O.[NH2:27][C:28]([NH2:30])=[S:29]. Product: [NH2:30][C:28]1[S:29][C:5]([C:6]([O:8][CH3:9])=[O:7])=[C:4]([CH2:3][O:2][CH3:1])[N:27]=1. The catalyst class is: 271. (7) Reactant: Cl[S:2]([N:5]=[C:6]=[O:7])(=[O:4])=[O:3].[CH2:8]([OH:15])[C:9]1[CH:14]=[CH:13][CH:12]=[CH:11][CH:10]=1.[NH2:16][CH2:17][C:18]1[C:26]2[S:25](=[O:28])(=[O:27])[N:24]=[C:23]([C:29]3[C:30](=[O:47])[C@@:31]([CH2:41][CH2:42][C:43]([CH3:46])([CH3:45])[CH3:44])([CH3:40])[C:32]4[C:37]([C:38]=3[OH:39])=[CH:36][CH:35]=[CH:34][CH:33]=4)[NH:22][C:21]=2[S:20][CH:19]=1.C(N(CC)CC)C. Product: [CH3:44][C:43]([CH3:46])([CH3:45])[CH2:42][CH2:41][C@:31]1([CH3:40])[C:32]2[C:37](=[CH:36][CH:35]=[CH:34][CH:33]=2)[C:38]([OH:39])=[C:29]([C:23]2[NH:22][C:21]3[S:20][CH:19]=[C:18]([CH2:17][NH:16][S:2]([NH:5][C:6](=[O:7])[O:15][CH2:8][C:9]4[CH:14]=[CH:13][CH:12]=[CH:11][CH:10]=4)(=[O:4])=[O:3])[C:26]=3[S:25](=[O:28])(=[O:27])[N:24]=2)[C:30]1=[O:47]. The catalyst class is: 4.